From a dataset of Forward reaction prediction with 1.9M reactions from USPTO patents (1976-2016). Predict the product of the given reaction. (1) The product is: [O:9]1[CH2:8][CH2:7][CH:6]([NH:5][C:14]([C:16]2[N:17]=[N:18][C:19]([O:22][CH2:23][C:24]3[C:25]([C:30]4[CH:35]=[CH:34][CH:33]=[C:32]([F:36])[CH:31]=4)=[N:26][O:27][C:28]=3[CH3:29])=[CH:20][CH:21]=2)=[O:15])[CH2:10][CH2:37]1. Given the reactants C[Al](C)C.[NH2:5][CH:6]1[CH2:10][O:9][CH2:8][CH2:7]1.C(O[C:14]([C:16]1[N:17]=[N:18][C:19]([O:22][CH2:23][C:24]2[C:25]([C:30]3[CH:35]=[CH:34][CH:33]=[C:32]([F:36])[CH:31]=3)=[N:26][O:27][C:28]=2[CH3:29])=[CH:20][CH:21]=1)=[O:15])C.[C:37](C(C(C([O-])=O)O)O)([O-])=O.[K+].[Na+], predict the reaction product. (2) Given the reactants [Cl:1][C:2]1[CH:7]=[CH:6][C:5]([S:8]([N:11]([C:15]2[C:16]([C:22]([C:24]3[C:25]([O:30][CH3:31])=[N:26][CH:27]=[CH:28][CH:29]=3)=[O:23])=[N:17][CH:18]=[C:19]([Cl:21])[CH:20]=2)COC)(=[O:10])=[O:9])=[CH:4][C:3]=1[C:32]([F:35])([F:34])[F:33].C([O-])(O)=O.[Na+], predict the reaction product. The product is: [Cl:1][C:2]1[CH:7]=[CH:6][C:5]([S:8]([NH:11][C:15]2[C:16]([C:22]([C:24]3[C:25]([O:30][CH3:31])=[N:26][CH:27]=[CH:28][CH:29]=3)=[O:23])=[N:17][CH:18]=[C:19]([Cl:21])[CH:20]=2)(=[O:9])=[O:10])=[CH:4][C:3]=1[C:32]([F:35])([F:33])[F:34]. (3) Given the reactants [CH3:1][O:2][C:3]1[CH:4]=[C:5]2[C:10](=[CH:11][C:12]=1[O:13][CH3:14])[N:9]=[CH:8][CH:7]=[C:6]2[O:15][C:16]1[CH:21]=[CH:20][C:19]([NH:22][C:23](=O)[CH2:24][O:25][C:26]2[C:31]([F:32])=[CH:30][CH:29]=[CH:28][C:27]=2[F:33])=[CH:18][C:17]=1[CH3:35].Cl.[OH-].[Na+], predict the reaction product. The product is: [F:33][C:27]1[CH:28]=[CH:29][CH:30]=[C:31]([F:32])[C:26]=1[O:25][CH2:24][CH2:23][NH:22][C:19]1[CH:20]=[CH:21][C:16]([O:15][C:6]2[C:5]3[C:10](=[CH:11][C:12]([O:13][CH3:14])=[C:3]([O:2][CH3:1])[CH:4]=3)[N:9]=[CH:8][CH:7]=2)=[C:17]([CH3:35])[CH:18]=1. (4) Given the reactants [CH3:1][N:2]1[C@H:6]2[C@@H:7]([C:19]([O:21][CH3:22])=[O:20])[C@@H:8]([O:10][C:11]([C:13]3[CH:14]=[CH:15][CH:16]=[CH:17][CH:18]=3)=[O:12])[CH2:9][C@@H:3]1[CH2:4][CH2:5]2.[CH3:23][N:24]1[CH:28]2[CH:29]([C:41]([OH:43])=[O:42])[CH:30]([O:32][C:33]([C:35]3[CH:40]=[CH:39][CH:38]=[CH:37][CH:36]=3)=[O:34])[CH2:31][CH:25]1[CH2:26][CH2:27]2.COC([C@H]1[C@@H]([O:56][C:57]([C:59]2[CH:64]=[CH:63][CH:62]=[CH:61][CH:60]=2)=[O:58])C[C@H]2N[C@@H]1CC2)=O.N, predict the reaction product. The product is: [CH3:1][N:2]1[C@H:6]2[C@@H:7]([C:19]([O:21][CH3:22])=[O:20])[C@@H:8]([O:10][C:11]([C:13]3[CH:18]=[CH:17][CH:16]=[CH:15][CH:14]=3)=[O:12])[CH2:9][C@@H:3]1[CH2:4][CH2:5]2.[CH3:23][N:24]1[CH:28]2[CH:29]([C:41]([OH:43])=[O:42])[CH:30]([O:32][C:33]([C:35]3[CH:36]=[CH:37][CH:38]=[CH:39][CH:40]=3)=[O:34])[CH2:31][CH:25]1[CH2:26][CH2:27]2.[C:57]([OH:58])(=[O:56])[C:59]1[CH:64]=[CH:63][CH:62]=[CH:61][CH:60]=1. (5) Given the reactants [Cl:1][C:2]1[CH:7]=[CH:6][C:5]([OH:8])=[CH:4][CH:3]=1.[OH-].[Na+].Br[CH2:12][CH2:13][CH2:14][Cl:15].[Na+].[Br-], predict the reaction product. The product is: [Cl:15][CH2:14][CH2:13][CH2:12][O:8][C:5]1[CH:6]=[CH:7][C:2]([Cl:1])=[CH:3][CH:4]=1. (6) Given the reactants [CH3:1][S:2]([N:5]1[C:10]2[CH:11]=[C:12]([CH2:15][N:16]3[CH2:21][CH2:20][N:19](C(OC(C)(C)C)=O)[CH2:18][CH2:17]3)[CH:13]=[CH:14][C:9]=2[O:8][CH2:7][CH2:6]1)(=[O:4])=[O:3].FC(F)(F)C(O)=O, predict the reaction product. The product is: [CH3:1][S:2]([N:5]1[C:10]2[CH:11]=[C:12]([CH2:15][N:16]3[CH2:17][CH2:18][NH:19][CH2:20][CH2:21]3)[CH:13]=[CH:14][C:9]=2[O:8][CH2:7][CH2:6]1)(=[O:4])=[O:3].